This data is from Merck oncology drug combination screen with 23,052 pairs across 39 cell lines. The task is: Regression. Given two drug SMILES strings and cell line genomic features, predict the synergy score measuring deviation from expected non-interaction effect. (1) Drug 2: COC1CC2CCC(C)C(O)(O2)C(=O)C(=O)N2CCCCC2C(=O)OC(C(C)CC2CCC(OP(C)(C)=O)C(OC)C2)CC(=O)C(C)C=C(C)C(O)C(OC)C(=O)C(C)CC(C)C=CC=CC=C1C. Cell line: MSTO. Synergy scores: synergy=3.26. Drug 1: CN1C(=O)C=CC2(C)C3CCC4(C)C(NC(=O)OCC(F)(F)F)CCC4C3CCC12. (2) Drug 1: CCc1cnn2c(NCc3ccc[n+]([O-])c3)cc(N3CCCCC3CCO)nc12. Drug 2: Cn1cc(-c2cnn3c(N)c(Br)c(C4CCCNC4)nc23)cn1. Cell line: SKMEL30. Synergy scores: synergy=9.95.